Dataset: Full USPTO retrosynthesis dataset with 1.9M reactions from patents (1976-2016). Task: Predict the reactants needed to synthesize the given product. (1) Given the product [C:41]([OH:54])(=[O:53])[CH2:42][CH2:43][CH2:44][CH2:45][CH2:46][CH2:47][CH2:48][CH2:49][C:50]([OH:52])=[O:51].[C@@H:1]1([O:12][C:13]2[C:17]([CH2:18][C:19]3[CH:36]=[CH:35][C:22]([O:23][CH2:24][CH2:25][CH2:26][NH:27][CH2:28][C:29]([CH3:33])([CH3:34])[C:30]([NH2:32])=[O:31])=[CH:21][C:20]=3[CH3:37])=[C:16]([CH:38]([CH3:40])[CH3:39])[NH:15][N:14]=2)[O:9][C@H:8]([CH2:10][OH:11])[C@@H:6]([OH:7])[C@H:4]([OH:5])[C@H:2]1[OH:3].[C@@H:1]1([O:12][C:13]2[C:17]([CH2:18][C:19]3[CH:36]=[CH:35][C:22]([O:23][CH2:24][CH2:25][CH2:26][NH:27][CH2:28][C:29]([CH3:33])([CH3:34])[C:30]([NH2:32])=[O:31])=[CH:21][C:20]=3[CH3:37])=[C:16]([CH:38]([CH3:40])[CH3:39])[NH:15][N:14]=2)[O:9][C@H:8]([CH2:10][OH:11])[C@@H:6]([OH:7])[C@H:4]([OH:5])[C@H:2]1[OH:3], predict the reactants needed to synthesize it. The reactants are: [C@@H:1]1([O:12][C:13]2[C:17]([CH2:18][C:19]3[CH:36]=[CH:35][C:22]([O:23][CH2:24][CH2:25][CH2:26][NH:27][CH2:28][C:29]([CH3:34])([CH3:33])[C:30]([NH2:32])=[O:31])=[CH:21][C:20]=3[CH3:37])=[C:16]([CH:38]([CH3:40])[CH3:39])[NH:15][N:14]=2)[O:9][C@H:8]([CH2:10][OH:11])[C@@H:6]([OH:7])[C@H:4]([OH:5])[C@H:2]1[OH:3].[C:41]([OH:54])(=[O:53])[CH2:42][CH2:43][CH2:44][CH2:45][CH2:46][CH2:47][CH2:48][CH2:49][C:50]([OH:52])=[O:51]. (2) Given the product [OH:45][C@H:44]1[C@@H:43]([OH:49])[C@H:42]([OH:53])[C@@H:41]([CH2:57][OH:58])[O:40][C@@H:39]1[C:35]1[CH:34]=[C:33]([NH:32][C:31]([NH:30][C:26]2[CH:27]=[CH:28][CH:29]=[C:24]([C@@H:8]3[C@@H:9]([OH:20])[C@@H:10]([OH:16])[C@H:11]([OH:12])[C@@H:6]([CH2:5][OH:4])[O:7]3)[CH:25]=2)=[O:62])[CH:38]=[CH:37][CH:36]=1, predict the reactants needed to synthesize it. The reactants are: C([O:4][CH2:5][C@@H:6]1[C@@H:11]([O:12]C(=O)C)[C@H:10]([O:16]C(=O)C)[C@H:9]([O:20]C(=O)C)[C@@H:8]([C:24]2[CH:29]=[CH:28][CH:27]=[C:26]([NH:30][C:31](=[O:62])[NH:32][C:33]3[CH:38]=[CH:37][CH:36]=[C:35]([C@@H:39]4[C@@H:44]([O:45]C(=O)C)[C@@H:43]([O:49]C(=O)C)[C@H:42]([O:53]C(=O)C)[C@@H:41]([CH2:57][O:58]C(=O)C)[O:40]4)[CH:34]=3)[CH:25]=2)[O:7]1)(=O)C.CO[Na]. (3) Given the product [CH2:1]([C:3]1[CH:4]=[C:5]([C:6](=[O:8])[NH:39][C@@:29]2([C:20]3[CH:21]=[CH:22][C:23]([O:24][C:25]([F:27])([F:28])[F:26])=[C:18]([F:17])[CH:19]=3)[C:34]3=[N:35][CH:36]=[CH:37][CH:38]=[C:33]3[O:32][CH2:31][CH2:30]2)[CH:9]=[CH:10][C:11]=1[C:12]([O:14][CH3:15])=[O:13])[CH3:2], predict the reactants needed to synthesize it. The reactants are: [CH2:1]([C:3]1[CH:4]=[C:5]([CH:9]=[CH:10][C:11]=1[C:12]([O:14][CH3:15])=[O:13])[C:6]([OH:8])=O)[CH3:2].Cl.[F:17][C:18]1[CH:19]=[C:20]([C@:29]2([NH2:39])[C:34]3=[N:35][CH:36]=[CH:37][CH:38]=[C:33]3[O:32][CH2:31][CH2:30]2)[CH:21]=[CH:22][C:23]=1[O:24][C:25]([F:28])([F:27])[F:26].CCN(C(C)C)C(C)C.CN(C(ON1N=NC2C=CC=NC1=2)=[N+](C)C)C.F[P-](F)(F)(F)(F)F. (4) Given the product [NH2:1][C:2]1[CH:20]=[CH:19][C:5]2[C:6]3[C:14]([O:15][CH:16]([F:18])[F:17])=[CH:13][CH:12]=[CH:11][C:7]=3[O:8][C:9](=[O:10])[C:4]=2[C:3]=1[Br:21], predict the reactants needed to synthesize it. The reactants are: [NH2:1][C:2]1[CH:20]=[CH:19][C:5]2[C:6]3[C:14]([O:15][CH:16]([F:18])[F:17])=[CH:13][CH:12]=[CH:11][C:7]=3[O:8][C:9](=[O:10])[C:4]=2[CH:3]=1.[Br-:21].[Br-].[Br-].[NH+]1C=CC=CC=1.[NH+]1C=CC=CC=1.[NH+]1C=CC=CC=1. (5) Given the product [F:13][C:14]([F:26])([F:27])[C:15]1[CH:16]=[C:17]([NH:18][C:2]2[C:11]3[C:6](=[CH:7][CH:8]=[CH:9][CH:10]=3)[C:5]([Cl:12])=[N:4][N:3]=2)[CH:19]=[C:20]([C:22]([F:23])([F:25])[F:24])[CH:21]=1, predict the reactants needed to synthesize it. The reactants are: Cl[C:2]1[C:11]2[C:6](=[CH:7][CH:8]=[CH:9][CH:10]=2)[C:5]([Cl:12])=[N:4][N:3]=1.[F:13][C:14]([F:27])([F:26])[C:15]1[CH:16]=[C:17]([CH:19]=[C:20]([C:22]([F:25])([F:24])[F:23])[CH:21]=1)[NH2:18].[H-].[Na+]. (6) Given the product [O:8]1[CH2:9][CH2:10][CH2:11][C@@H:7]1[C@H:4]([NH:1][C:31](=[O:34])[O:32][C:30]([CH3:29])([CH3:25])[CH3:36])[CH2:5][CH3:6], predict the reactants needed to synthesize it. The reactants are: [N:1]([C@@H:4]([C@H:7]1[CH2:11][CH2:10][CH2:9][O:8]1)[CH2:5][CH3:6])=[N+]=[N-].C1(P([C:25]2[CH:30]=[CH:29]C=CC=2)C2C=CC=CC=2)C=CC=CC=1.[C:31](=[O:34])(O)[O-:32].[Na+].[CH3:36]COC(C)=O.